Regression. Given a peptide amino acid sequence and an MHC pseudo amino acid sequence, predict their binding affinity value. This is MHC class I binding data. From a dataset of Peptide-MHC class I binding affinity with 185,985 pairs from IEDB/IMGT. (1) The peptide sequence is FPVRPQVPF. The MHC is HLA-B07:02 with pseudo-sequence HLA-B07:02. The binding affinity (normalized) is 0.792. (2) The peptide sequence is RLLIWAYLSK. The MHC is HLA-A11:01 with pseudo-sequence HLA-A11:01. The binding affinity (normalized) is 1.00. (3) The peptide sequence is NQDLNGNWY. The MHC is HLA-B58:01 with pseudo-sequence HLA-B58:01. The binding affinity (normalized) is 0.0847. (4) The binding affinity (normalized) is 0.0112. The peptide sequence is EPSGNNYHI. The MHC is HLA-B35:01 with pseudo-sequence HLA-B35:01. (5) The peptide sequence is VNPHSTSL. The MHC is H-2-Db with pseudo-sequence H-2-Db. The binding affinity (normalized) is 0. (6) The peptide sequence is VLDVGDAYFSV. The MHC is HLA-A02:01 with pseudo-sequence HLA-A02:01. The binding affinity (normalized) is 0.182.